Dataset: Full USPTO retrosynthesis dataset with 1.9M reactions from patents (1976-2016). Task: Predict the reactants needed to synthesize the given product. (1) Given the product [CH3:1][O:2][C:3]1[CH:4]=[CH:5][C:6]([N:9]2[CH2:10][CH2:11][N:12]([CH2:15][C:16]([NH2:18])([CH3:17])[CH3:21])[CH2:13][CH2:14]2)=[CH:7][CH:8]=1, predict the reactants needed to synthesize it. The reactants are: [CH3:1][O:2][C:3]1[CH:8]=[CH:7][C:6]([N:9]2[CH2:14][CH2:13][N:12]([CH2:15][C:16]([CH3:21])([N+:18]([O-])=O)[CH3:17])[CH2:11][CH2:10]2)=[CH:5][CH:4]=1. (2) The reactants are: [CH2:1]([O:3][C:4]([C:6]1[C:11](=[O:12])NC2C=CSC=2C=1Cl)=[O:5])[CH3:2].[CH3:17][O:18][C:19]([C:21]1[S:22][CH:23]=[CH:24][C:25]=1[NH2:26])=[O:20].C(C(C(Cl)=O)C(Cl)=O)C. Given the product [CH3:17][O:18][C:19]([C:21]1[S:22][CH:23]=[CH:24][C:25]=1[NH:26][C:11](=[O:12])[CH2:6][C:4]([O:3][CH2:1][CH3:2])=[O:5])=[O:20], predict the reactants needed to synthesize it. (3) Given the product [N+:26]([C:2]1[C:1]2([C:25]3[C:17]([C:18]4[C:23]([CH:24]=3)=[CH:22][CH:21]=[CH:20][CH:19]=4)=[CH:16][CH:15]=[CH:14]2)[C:13]2[C:5](=[CH:4][CH:3]=1)[C:6]1[C:11](=[CH:10][CH:9]=[CH:8][CH:7]=1)[CH:12]=2)([O-:28])=[O:27], predict the reactants needed to synthesize it. The reactants are: [C:1]12([C:25]3[C:17]([C:18]4[C:23]([CH:24]=3)=[CH:22][CH:21]=[CH:20][CH:19]=4)=[CH:16][CH:15]=[CH:14]1)[C:13]1[C:5]([C:6]3[C:11]([CH:12]=1)=[CH:10][CH:9]=[CH:8][CH:7]=3)=[CH:4][CH:3]=[CH:2]2.[N+:26]([O-])([OH:28])=[O:27]. (4) Given the product [CH3:26][CH2:27][C@@H:28]1[NH:71][C:69](=[O:70])[C@H:68]([C@H:72]([OH:79])[C@@H:73]([CH2:75]/[CH:76]=[CH:77]/[CH3:78])[CH3:74])[N:67]([CH3:80])[C:65](=[O:66])[C@H:64]([CH:81]([CH3:82])[CH3:83])[N:63]([CH3:84])[C:61](=[O:62])[C@H:60]([CH2:85][CH:86]([CH3:87])[CH3:88])[N:59]([CH3:89])[C:57](=[O:58])[C@H:56]([CH2:90][CH:91]([CH3:93])[CH3:92])[N:55]([CH3:94])[C:53](=[O:54])[C@@H:52]([CH3:95])[NH:51][C:49](=[O:50])[C@H:48]([CH3:96])[NH:47][C:45](=[O:46])[C@H:44]([CH2:97][CH:98]([CH3:100])[CH3:99])[N:43]([CH3:101])[C:41](=[O:42])[C@H:40]([CH:102]([CH3:104])[CH3:103])[NH:39][C:37](=[O:38])[C@H:36]([CH2:105][CH:106]([CH3:108])[CH3:107])[N:35]([CH3:109])[C:33](=[O:34])[CH2:32][N:31]([CH3:110])[C:29]1=[O:30], predict the reactants needed to synthesize it. The reactants are: C/C=C/CC1C2OC(C(C(C)C)N(C)CCCCNC(=O)C2NC1)=O.[CH3:26][CH2:27][C@@H:28]1[NH:71][C:69](=[O:70])[C@H:68]([C@H:72]([OH:79])[C@@H:73]([CH2:75]/[CH:76]=[CH:77]/[CH3:78])[CH3:74])[N:67]([CH3:80])[C:65](=[O:66])[C@@H:64]([CH:81]([CH3:83])[CH3:82])[N:63]([CH3:84])[C:61](=[O:62])[C@H:60]([CH2:85][CH:86]([CH3:88])[CH3:87])[N:59]([CH3:89])[C:57](=[O:58])[C@H:56]([CH2:90][CH:91]([CH3:93])[CH3:92])[N:55]([CH3:94])[C:53](=[O:54])[C@@H:52]([CH3:95])[NH:51][C:49](=[O:50])[C@H:48]([CH3:96])[NH:47][C:45](=[O:46])[C@H:44]([CH2:97][CH:98]([CH3:100])[CH3:99])[N:43]([CH3:101])[C:41](=[O:42])[C@H:40]([CH:102]([CH3:104])[CH3:103])[NH:39][C:37](=[O:38])[C@H:36]([CH2:105][CH:106]([CH3:108])[CH3:107])[N:35]([CH3:109])[C:33](=[O:34])[CH2:32][N:31]([CH3:110])[C:29]1=[O:30].CC[C@@H]1NC(=O)[C@H]([C@H](O)[C@@H](C/C=C/C)C)N(C)C(=O)[C@H](C(C)C)N(C)C(=O)[C@H](CC(C)C)NC(=O)[C@H](CC(C)C)N(C)C(=O)[C@@H](C)NC(=O)[C@H](C)NC(=O)[C@H](CC(C)C)N(C)C(=O)[C@H](C(C)C)NC(=O)[C@H](CC(C)C)N(C)C(=O)CN(C)C1=O. (5) The reactants are: [Cl:1][C:2]1[CH:7]=[CH:6][C:5]([O:8]C)=[CH:4][C:3]=1[C:10]1[C:19]2[C:14](=[C:15]([C:20]([F:23])([F:22])[F:21])[CH:16]=[CH:17][CH:18]=2)[N:13]=[CH:12][N:11]=1.Cl.N1C=CC=CC=1.O. Given the product [Cl:1][C:2]1[CH:7]=[CH:6][C:5]([OH:8])=[CH:4][C:3]=1[C:10]1[C:19]2[C:14](=[C:15]([C:20]([F:22])([F:21])[F:23])[CH:16]=[CH:17][CH:18]=2)[N:13]=[CH:12][N:11]=1, predict the reactants needed to synthesize it. (6) Given the product [CH2:2]([N:9]1[CH2:19][CH2:18][C:17]2[C:16]3[CH:20]=[CH:21][CH:22]=[CH:23][C:15]=3[C:14](=[O:24])[NH:13][CH2:12][C:11]=2[CH2:10]1)[C:3]1[CH:4]=[CH:5][CH:6]=[CH:7][CH:8]=1, predict the reactants needed to synthesize it. The reactants are: [Br-].[CH2:2]([N+:9]1[CH:19]=[CH:18][C:17]2[C:16]3[CH:20]=[CH:21][CH:22]=[CH:23][C:15]=3[C:14](=[O:24])[NH:13][CH2:12][C:11]=2[CH:10]=1)[C:3]1[CH:8]=[CH:7][CH:6]=[CH:5][CH:4]=1.[BH4-].[Na+]. (7) Given the product [CH3:1][O:2][CH:3]([CH2:8][S:10][CH3:9])[C:4]([O:6][CH3:7])=[O:5], predict the reactants needed to synthesize it. The reactants are: [CH3:1][O:2][C:3](=[CH2:8])[C:4]([O:6][CH3:7])=[O:5].[CH3:9][SH:10].[Na].O. (8) Given the product [Cl:1][C:2]1[CH:7]=[C:6]([N+:8]([O-:10])=[O:9])[C:5]([O:11][CH3:12])=[CH:4][C:3]=1[N:13]1[CH2:18][CH2:17][CH:16]([N:19]2[CH2:20][CH2:21][N:22]([CH2:30][CH2:29][S:26]([CH3:25])(=[O:28])=[O:27])[CH2:23][CH2:24]2)[CH2:15][CH2:14]1, predict the reactants needed to synthesize it. The reactants are: [Cl:1][C:2]1[CH:7]=[C:6]([N+:8]([O-:10])=[O:9])[C:5]([O:11][CH3:12])=[CH:4][C:3]=1[N:13]1[CH2:18][CH2:17][CH:16]([N:19]2[CH2:24][CH2:23][NH:22][CH2:21][CH2:20]2)[CH2:15][CH2:14]1.[CH3:25][S:26]([CH:29]=[CH2:30])(=[O:28])=[O:27].CS(C)=O. (9) Given the product [C:1]([C:3]1[CH:12]=[CH:11][C:10]2[C:5](=[CH:6][CH:7]=[C:8]([CH2:21][O:22][CH2:23][C:24]3[CH:29]=[CH:28][CH:27]=[CH:26][CH:25]=3)[CH:9]=2)[N:4]=1)#[N:2], predict the reactants needed to synthesize it. The reactants are: [C:1]([C:3]1[CH:12]=[CH:11][C:10]2[C:5](=[CH:6][CH:7]=[C:8](O)[CH:9]=2)[N:4]=1)#[N:2].C(=O)([O-])[O-].[K+].[K+].Cl[CH2:21][O:22][CH2:23][C:24]1[CH:29]=[CH:28][CH:27]=[CH:26][CH:25]=1. (10) Given the product [Br:15][C:16]1[CH:17]=[C:18]([N:32]2[C:9]3[CH2:8][CH:7]([C:1]4[CH:2]=[CH:3][CH:4]=[CH:5][CH:6]=4)[CH2:12][C:11](=[O:13])[C:10]=3[CH2:33][C:29]([C:30]#[N:31])=[C:28]2[CH3:27])[CH:21]=[C:22]([O:25][CH3:26])[C:23]=1[OH:24], predict the reactants needed to synthesize it. The reactants are: [C:1]1([CH:7]2[CH2:12][C:11](=[O:13])[CH2:10][C:9](=O)[CH2:8]2)[CH:6]=[CH:5][CH:4]=[CH:3][CH:2]=1.[Br:15][C:16]1[CH:17]=[C:18]([CH:21]=[C:22]([O:25][CH3:26])[C:23]=1[OH:24])C=O.[CH3:27]/[C:28](/[NH2:32])=[CH:29]\[C:30]#[N:31].[CH2:33](O)C.